Dataset: Peptide-MHC class II binding affinity with 134,281 pairs from IEDB. Task: Regression. Given a peptide amino acid sequence and an MHC pseudo amino acid sequence, predict their binding affinity value. This is MHC class II binding data. The peptide sequence is TTEVMPVSMAKTSVD. The MHC is DRB1_0101 with pseudo-sequence DRB1_0101. The binding affinity (normalized) is 0.715.